From a dataset of Full USPTO retrosynthesis dataset with 1.9M reactions from patents (1976-2016). Predict the reactants needed to synthesize the given product. The reactants are: [NH2:1][C:2]1[N:3]=[CH:4][C:5]([C:18]2[CH:46]=[CH:45][C:21]([CH2:22][NH:23][CH:24]3[CH2:29][CH2:28][N:27]([C:30]([O:32][C:33]([CH3:36])([CH3:35])[CH3:34])=[O:31])[C@@H:26]([C:37]([O:39][CH:40]4[CH2:44][CH2:43][CH2:42][CH2:41]4)=[O:38])[CH2:25]3)=[CH:20][CH:19]=2)=[N:6][C:7]=1[NH:8][CH2:9][C:10]1[C:15]([Cl:16])=[CH:14][CH:13]=[CH:12][C:11]=1[Cl:17].[CH:47](=O)[CH3:48].C(O)(=O)C. Given the product [NH2:1][C:2]1[N:3]=[CH:4][C:5]([C:18]2[CH:19]=[CH:20][C:21]([CH2:22][N:23]([CH2:47][CH3:48])[CH:24]3[CH2:29][CH2:28][N:27]([C:30]([O:32][C:33]([CH3:36])([CH3:35])[CH3:34])=[O:31])[C@@H:26]([C:37]([O:39][CH:40]4[CH2:41][CH2:42][CH2:43][CH2:44]4)=[O:38])[CH2:25]3)=[CH:45][CH:46]=2)=[N:6][C:7]=1[NH:8][CH2:9][C:10]1[C:11]([Cl:17])=[CH:12][CH:13]=[CH:14][C:15]=1[Cl:16], predict the reactants needed to synthesize it.